From a dataset of Peptide-MHC class I binding affinity with 185,985 pairs from IEDB/IMGT. Regression. Given a peptide amino acid sequence and an MHC pseudo amino acid sequence, predict their binding affinity value. This is MHC class I binding data. The peptide sequence is ASEELMDKY. The MHC is HLA-A26:01 with pseudo-sequence HLA-A26:01. The binding affinity (normalized) is 0.0847.